The task is: Predict the reaction yield, written as a fraction of the theoretical maximum amount of product (1.0 means a 100% yield; for example, 0.34 means a 34% yield).. This data is from Reaction yield outcomes from USPTO patents with 853,638 reactions. (1) The reactants are [CH2:1]1[O:9][C:8]2[C:3](=[N:4][CH:5]=[CH:6][C:7]=2[NH:10]C(=O)OC(C)(C)C)[O:2]1.FC(F)(F)C(O)=O. No catalyst specified. The product is [NH2:10][C:7]1[CH:6]=[CH:5][N:4]=[C:3]2[O:2][CH2:1][O:9][C:8]=12. The yield is 0.800. (2) The catalyst is O1CCCC1. The product is [F:38][C:35]1[CH:36]=[CH:37][C:32]([CH2:31][C:16]2([C:19]([O:21][CH3:22])=[O:20])[CH2:15][CH2:14][N:13]([C:23]([O:25][C:26]([CH3:29])([CH3:28])[CH3:27])=[O:24])[CH2:18][CH2:17]2)=[CH:33][CH:34]=1. The yield is 0.740. The reactants are C(NC(C)C)(C)C.C([Li])CCC.[N:13]1([C:23]([O:25][C:26]([CH3:29])([CH3:28])[CH3:27])=[O:24])[CH2:18][CH2:17][CH:16]([C:19]([O:21][CH3:22])=[O:20])[CH2:15][CH2:14]1.Br[CH2:31][C:32]1[CH:37]=[CH:36][C:35]([F:38])=[CH:34][CH:33]=1. (3) The reactants are Br[C:2]1[C:10]2[C:9]([NH:11][C@H:12]([C:14]3[N:19]([C:20]4[CH:25]=[CH:24][CH:23]=[CH:22][CH:21]=4)[C:18](=[O:26])[C:17]4=[C:27]([CH3:30])[CH:28]=[CH:29][N:16]4[N:15]=3)[CH3:13])=[N:8][CH:7]=[N:6][C:5]=2[N:4]([CH2:31][O:32][CH2:33][CH2:34][Si:35]([CH3:38])([CH3:37])[CH3:36])[CH:3]=1.[CH3:39][N:40]([CH3:61])[C:41]1[CH:42]=[C:43]([NH:56][S:57]([CH3:60])(=[O:59])=[O:58])[CH:44]=[C:45](B2OC(C)(C)C(C)(C)O2)[CH:46]=1.C(=O)([O-])[O-].[Na+].[Na+].C(=O)([O-])[O-].[K+].[K+]. The catalyst is COCCOC.O. The product is [CH3:39][N:40]([CH3:61])[C:41]1[CH:42]=[C:43]([NH:56][S:57]([CH3:60])(=[O:59])=[O:58])[CH:44]=[C:45]([C:2]2[C:10]3[C:9]([NH:11][C@H:12]([C:14]4[N:19]([C:20]5[CH:25]=[CH:24][CH:23]=[CH:22][CH:21]=5)[C:18](=[O:26])[C:17]5=[C:27]([CH3:30])[CH:28]=[CH:29][N:16]5[N:15]=4)[CH3:13])=[N:8][CH:7]=[N:6][C:5]=3[N:4]([CH2:31][O:32][CH2:33][CH2:34][Si:35]([CH3:38])([CH3:37])[CH3:36])[CH:3]=2)[CH:46]=1. The yield is 0.730. (4) The reactants are Cl[C:2]1[C:11]2[C:6](=[CH:7][CH:8]=[C:9]([O:12][CH3:13])[CH:10]=2)[N:5]=[CH:4][C:3]=1[C:14]([O:16][CH2:17][CH3:18])=[O:15].[NH3:19]. The catalyst is C(O)(C)C. The product is [NH2:19][C:2]1[C:11]2[C:6](=[CH:7][CH:8]=[C:9]([O:12][CH3:13])[CH:10]=2)[N:5]=[CH:4][C:3]=1[C:14]([O:16][CH2:17][CH3:18])=[O:15]. The yield is 0.920. (5) The reactants are [C:1]([N:4]1[C:11]2[CH:12]=[CH:13][CH:14]=[CH:15][C:10]=2[CH:9]=[CH:8][C:7]2[N:16]=[C:17](Cl)[C:18]([F:20])=[CH:19][C:6]=2[CH2:5]1)(=[O:3])[CH3:2].CC1(C)C(C)(C)OB([C:30]2[CH:31]=[CH:32][C:33]([N:36]3[CH2:41][CH2:40][O:39][CH2:38][CH2:37]3)=[N:34][CH:35]=2)O1.C(N1C2C=CC=CC=2C=CC2N=C(C3C=NC(OC)=CC=3)C(F)=CC=2C1)(=O)C. No catalyst specified. The product is [C:1]([N:4]1[C:11]2[CH:12]=[CH:13][CH:14]=[CH:15][C:10]=2[CH:9]=[CH:8][C:7]2[N:16]=[C:17]([C:30]3[CH:35]=[N:34][C:33]([N:36]4[CH2:37][CH2:38][O:39][CH2:40][CH2:41]4)=[CH:32][CH:31]=3)[C:18]([F:20])=[CH:19][C:6]=2[CH2:5]1)(=[O:3])[CH3:2]. The yield is 0.722. (6) The catalyst is C(Cl)Cl. The reactants are [CH2:1]([O:8][C:9](=[O:21])[N:10]([CH2:12][CH:13]([NH2:20])[CH2:14][CH:15]1[CH2:19][CH2:18][CH2:17][CH2:16]1)[CH3:11])[C:2]1[CH:7]=[CH:6][CH:5]=[CH:4][CH:3]=1.C1N=CN([C:27]([N:29]2[CH:33]=N[CH:31]=[CH:30]2)=[O:28])C=1.CCN(C(C)C)C(C)C.[O:43]1[C:47]2[C:48]([C@:52]([C@@H:60]3CCCN[CH2:61]3)([OH:59])[CH2:53][CH2:54][CH2:55][CH2:56][O:57][CH3:58])=[CH:49][CH:50]=[CH:51][C:46]=2[CH:45]=[CH:44]1. The product is [O:43]1[C:47]2[C:48]([C@:52]([C@@H:60]3[CH2:61][CH2:31][CH2:30][N:29]([C:27]([NH:20][C@@H:13]([CH2:14][CH:15]4[CH2:16][CH2:17][CH2:18][CH2:19]4)[CH2:12][N:10]([CH3:11])[C:9](=[O:21])[O:8][CH2:1][C:2]4[CH:7]=[CH:6][CH:5]=[CH:4][CH:3]=4)=[O:28])[CH2:33]3)([OH:59])[CH2:53][CH2:54][CH2:55][CH2:56][O:57][CH3:58])=[CH:49][CH:50]=[CH:51][C:46]=2[CH:45]=[CH:44]1. The yield is 0.519. (7) The reactants are [Br:1][C:2]1[N:3]=[CH:4][NH:5][CH:6]=1.[H-].[Na+].[C:9]([O:13][C:14]([N:16]1C(C2C=CC(C#N)=CC=2)O1)=[O:15])([CH3:12])([CH3:11])[CH3:10]. The catalyst is CN(C)C=O. The product is [Br:1][C:2]1[N:3]=[CH:4][N:5]([NH:16][C:14](=[O:15])[O:13][C:9]([CH3:12])([CH3:11])[CH3:10])[CH:6]=1. The yield is 0.570.